From a dataset of Forward reaction prediction with 1.9M reactions from USPTO patents (1976-2016). Predict the product of the given reaction. (1) Given the reactants [Br:1][C:2]1[CH:3]=[C:4]([C:11]([CH3:14])([CH3:13])[CH3:12])[C:5]([O:9][CH3:10])=[C:6]([CH:8]=1)[NH2:7].Cl.Cl[CH2:17][CH2:18][NH:19][CH2:20][CH2:21]Cl.C(=O)([O-])[O-].[K+].[K+].O, predict the reaction product. The product is: [Br:1][C:2]1[CH:3]=[C:4]([C:11]([CH3:14])([CH3:13])[CH3:12])[C:5]([O:9][CH3:10])=[C:6]([N:7]2[CH2:21][CH2:20][NH:19][CH2:18][CH2:17]2)[CH:8]=1. (2) Given the reactants [CH3:1][O:2][C:3]([C:5]1[CH:15]=[C:14]([O:16][C:17]2[CH:18]=[N:19][C:20]([C:23](=[O:27])[N:24]([CH3:26])[CH3:25])=[CH:21][CH:22]=2)[C:8]2[CH2:9][C:10]([CH3:13])([CH3:12])[O:11][C:7]=2[CH:6]=1)=[O:4].N1(C(C2C=CC(Br)=CN=2)=O)CC[CH2:29]1.COC(C1C=C(O)C2CC(C)(C)OC=2C=1)=O, predict the reaction product. The product is: [CH3:1][O:2][C:3]([C:5]1[CH:15]=[C:14]([O:16][C:17]2[CH:18]=[N:19][C:20]([C:23]([N:24]3[CH2:25][CH2:29][CH2:26]3)=[O:27])=[CH:21][CH:22]=2)[C:8]2[CH2:9][C:10]([CH3:13])([CH3:12])[O:11][C:7]=2[CH:6]=1)=[O:4]. (3) Given the reactants [C@H:1]12[CH2:31][C@H:4]([N:5]([C:7]([C:9]3[CH:14]=[CH:13][C:12]([NH:15][C:16]4[N:21]=[C:20]([C:22]5[N:23]([CH:28]([CH3:30])[CH3:29])[C:24]([CH3:27])=[N:25][CH:26]=5)[CH:19]=[CH:18][N:17]=4)=[CH:11][CH:10]=3)=[O:8])[CH2:6]1)[CH2:3][NH:2]2.C=O.[C:34]([BH3-])#N.[Na+].[OH-].[Na+], predict the reaction product. The product is: [CH3:34][N:2]1[C@H:1]2[CH2:31][C@H:4]([N:5]([C:7]([C:9]3[CH:10]=[CH:11][C:12]([NH:15][C:16]4[N:21]=[C:20]([C:22]5[N:23]([CH:28]([CH3:29])[CH3:30])[C:24]([CH3:27])=[N:25][CH:26]=5)[CH:19]=[CH:18][N:17]=4)=[CH:13][CH:14]=3)=[O:8])[CH2:6]2)[CH2:3]1. (4) Given the reactants [CH3:1][N:2]1[CH2:15][CH2:14][C:5]2[NH:6][C:7]3[CH:8]=[CH:9][C:10]([CH3:13])=[CH:11][C:12]=3[C:4]=2[CH2:3]1.[OH-].[K+].[C:18]1([NH2:24])[CH:23]=[CH:22][CH:21]=[CH:20][CH:19]=1.[CH2:25](Cl)Cl, predict the reaction product. The product is: [CH3:1][N:2]1[CH2:15][CH2:14][C:5]2[N:6]([CH2:25][NH:24][C:18]3[CH:23]=[CH:22][CH:21]=[CH:20][CH:19]=3)[C:7]3[CH:8]=[CH:9][C:10]([CH3:13])=[CH:11][C:12]=3[C:4]=2[CH2:3]1. (5) Given the reactants [CH2:1]([O:3][C:4]([N:6]1[C:15]2[C:10](=[N:11][C:12]([O:16][CH3:17])=[CH:13][CH:14]=2)[C@@H:9]([NH:18][C:19]2[N:24]=[C:23]([CH2:25][C:26]3[CH:31]=[C:30]([C:32]([F:35])([F:34])[F:33])[CH:29]=[C:28]([C:36]([F:39])([F:38])[F:37])[CH:27]=3)[C:22]([CH2:40][OH:41])=[CH:21][N:20]=2)[CH2:8][C@H:7]1[CH2:42][CH3:43])=[O:5])[CH3:2].C(=O)([O-])[O-].[K+].[K+].Br[CH2:51][C:52]([O:54]CC)=[O:53], predict the reaction product. The product is: [CH2:1]([O:3][C:4]([N:6]1[C:15]2[C:10](=[N:11][C:12]([O:16][CH3:17])=[CH:13][CH:14]=2)[C@@H:9]([NH:18][C:19]2[N:24]=[C:23]([CH2:25][C:26]3[CH:27]=[C:28]([C:36]([F:37])([F:38])[F:39])[CH:29]=[C:30]([C:32]([F:35])([F:33])[F:34])[CH:31]=3)[C:22]([CH2:40][O:41][CH2:51][C:52]([OH:54])=[O:53])=[CH:21][N:20]=2)[CH2:8][C@H:7]1[CH2:42][CH3:43])=[O:5])[CH3:2]. (6) Given the reactants C([O-])([O-])=O.[Cs+].[Cs+].[Br:7][C:8]1[C:9]([N:15]2[CH:19]=[CH:18][C:17]([C:20]([F:23])([F:22])[F:21])=[N:16]2)=[N:10][C:11](Cl)=[N:12][CH:13]=1.[CH3:24][C:25]1[CH:26]=[C:27]([CH:29]=[C:30]([CH3:32])[CH:31]=1)[NH2:28], predict the reaction product. The product is: [Br:7][C:8]1[C:9]([N:15]2[CH:19]=[CH:18][C:17]([C:20]([F:23])([F:22])[F:21])=[N:16]2)=[N:10][C:11]([NH:28][C:27]2[CH:29]=[C:30]([CH3:32])[CH:31]=[C:25]([CH3:24])[CH:26]=2)=[N:12][CH:13]=1.